This data is from Peptide-MHC class II binding affinity with 134,281 pairs from IEDB. The task is: Regression. Given a peptide amino acid sequence and an MHC pseudo amino acid sequence, predict their binding affinity value. This is MHC class II binding data. (1) The peptide sequence is SQDILLAPLLSAGIF. The MHC is DRB1_1501 with pseudo-sequence DRB1_1501. The binding affinity (normalized) is 0.588. (2) The peptide sequence is IDTLKKNENIKEL. The MHC is HLA-DPA10201-DPB11401 with pseudo-sequence HLA-DPA10201-DPB11401. The binding affinity (normalized) is 0.332. (3) The peptide sequence is EICPAVKRDVDLFLTGT. The MHC is HLA-DQA10102-DQB10602 with pseudo-sequence HLA-DQA10102-DQB10602. The binding affinity (normalized) is 0.327. (4) The peptide sequence is MTEQQWNFAGIEAAA. The MHC is DRB1_0701 with pseudo-sequence DRB1_0701. The binding affinity (normalized) is 0.293. (5) The peptide sequence is KDGRKLVVPCRPQDELI. The MHC is DRB1_1302 with pseudo-sequence DRB1_1302. The binding affinity (normalized) is 0.498.